This data is from Experimental lipophilicity measurements (octanol/water distribution) for 4,200 compounds from AstraZeneca. The task is: Regression/Classification. Given a drug SMILES string, predict its absorption, distribution, metabolism, or excretion properties. Task type varies by dataset: regression for continuous measurements (e.g., permeability, clearance, half-life) or binary classification for categorical outcomes (e.g., BBB penetration, CYP inhibition). For this dataset (lipophilicity_astrazeneca), we predict Y. (1) The compound is COc1cc2ncc(C(N)=O)c(Nc3ccccc3F)c2cc1OC. The Y is 2.81 logD. (2) The molecule is CCN1CCOc2cc(COc3ccccc3)cnc21. The Y is 3.70 logD. (3) The drug is COc1cc2ncc(C(N)=O)c(Nc3cccc(Cl)c3Cl)c2cc1OC. The Y is 3.40 logD. (4) The molecule is Cn1cnc2cc(OC(=O)c3ccccc3)cnc21. The Y is 2.40 logD. (5) The compound is CN[C@@H](C)C(=O)N[C@H](C(=O)N[C@H]1C[C@@H]2CC[C@H]1N(CCc1ccccc1)C2)C1CCCCC1. The Y is 1.64 logD. (6) The compound is CC(=O)Nc1ccc(Nc2ncc3cc(-c4ccncc4)ccc3n2)cc1. The Y is 3.04 logD. (7) The Y is -0.550 logD. The molecule is Cc1cn([C@H]2CCCN(Cc3ccc(C(=O)O)c(Oc4cccc(Cl)c4)c3)C2)c(=O)[nH]c1=O.